This data is from Forward reaction prediction with 1.9M reactions from USPTO patents (1976-2016). The task is: Predict the product of the given reaction. Given the reactants [NH2:1][C:2]1[C:7]2[C:8]([C:11]3[CH:16]=[CH:15][C:14]([NH:17][C:18]([NH:20][C:21]4[CH:26]=[CH:25][CH:24]=[C:23]([F:27])[CH:22]=4)=[O:19])=[CH:13][CH:12]=3)=[CH:9][S:10][C:6]=2[C:5]([C:28](O)=[O:29])=[CH:4][N:3]=1.[CH2:31]([N:33]([CH2:38][CH3:39])[CH2:34][CH2:35][CH2:36][NH2:37])[CH3:32].Cl.C(N=C=NCCCN(C)C)C.O.ON1C2C=CC=CC=2N=N1.CN1CCOCC1, predict the reaction product. The product is: [NH2:1][C:2]1[C:7]2[C:8]([C:11]3[CH:12]=[CH:13][C:14]([NH:17][C:18](=[O:19])[NH:20][C:21]4[CH:26]=[CH:25][CH:24]=[C:23]([F:27])[CH:22]=4)=[CH:15][CH:16]=3)=[CH:9][S:10][C:6]=2[C:5]([C:28]([NH:37][CH2:36][CH2:35][CH2:34][N:33]([CH2:38][CH3:39])[CH2:31][CH3:32])=[O:29])=[CH:4][N:3]=1.